The task is: Predict the product of the given reaction.. This data is from Forward reaction prediction with 1.9M reactions from USPTO patents (1976-2016). (1) Given the reactants C(N(CC)CC)C.[CH:8]([C:10]1[C:18]2[C:13](=[CH:14][CH:15]=[CH:16][CH:17]=2)[N:12](C(OC(C)(C)C)=O)[CH:11]=1)=[O:9].[CH:26](=[N:33][C:34]1[CH:41]=[CH:40][C:37]([C:38]#[N:39])=[C:36]([O:42][CH3:43])[CH:35]=1)[C:27]1[CH:32]=[CH:31][CH:30]=[CH:29][CH:28]=1, predict the reaction product. The product is: [NH:12]1[C:13]2[C:18](=[CH:17][CH:16]=[CH:15][CH:14]=2)[C:10]([C:8](=[O:9])[CH:26]([NH:33][C:34]2[CH:41]=[CH:40][C:37]([C:38]#[N:39])=[C:36]([O:42][CH3:43])[CH:35]=2)[C:27]2[CH:28]=[CH:29][CH:30]=[CH:31][CH:32]=2)=[CH:11]1. (2) Given the reactants Cl[C:2]1[N:11]=[C:10]([NH:12][CH2:13][C:14]2[CH:19]=[CH:18][C:17]([NH:20][C:21](=[O:29])[C:22]3[CH:27]=[CH:26][C:25]([CH3:28])=[N:24][CH:23]=3)=[CH:16][CH:15]=2)[C:9]2[C:4](=[CH:5][C:6]([CH3:30])=[CH:7][CH:8]=2)[N:3]=1.[CH3:31][NH2:32].Cl, predict the reaction product. The product is: [CH3:28][C:25]1[CH:26]=[CH:27][C:22]([C:21]([NH:20][C:17]2[CH:18]=[CH:19][C:14]([CH2:13][NH:12][C:10]3[C:9]4[C:4](=[CH:5][C:6]([CH3:30])=[CH:7][CH:8]=4)[N:3]=[C:2]([NH:32][CH3:31])[N:11]=3)=[CH:15][CH:16]=2)=[O:29])=[CH:23][N:24]=1. (3) Given the reactants [Br:1][C:2]1[C:3]([F:11])=[C:4]([CH:8]=[CH:9][CH:10]=1)[C:5]([OH:7])=O.Cl.[NH2:13][CH2:14][C:15]([NH2:17])=[O:16], predict the reaction product. The product is: [NH2:17][C:15](=[O:16])[CH2:14][NH:13][C:5](=[O:7])[C:4]1[CH:8]=[CH:9][CH:10]=[C:2]([Br:1])[C:3]=1[F:11]. (4) Given the reactants [NH2:1][C@H:2]([C:5]([OH:7])=[O:6])[CH2:3][OH:4].[N:8]([C:15]([O:17][C:18]([CH3:21])([CH3:20])[CH3:19])=[O:16])([CH3:14])[C@H:9]([C:11]([OH:13])=O)[CH3:10].[CH:22]1[CH:23]=[CH:24][C:25]2N(O)N=N[C:26]=2[CH:27]=1.[CH3:32]N1CCOCC1.CCN=C=N[CH2:44][CH2:45][CH2:46]N(C)C.Cl.[CH2:51]1[CH2:55]O[CH2:53][CH2:52]1, predict the reaction product. The product is: [CH2:32]([O:4][CH2:3][C@H:2]([NH:1][C:11](=[O:13])[C@@H:9]([N:8]([C:15]([O:17][C:18]([CH3:21])([CH3:20])[CH3:19])=[O:16])[CH3:14])[CH3:10])[C:5]([O:7][CH2:53][C:52]1[CH:46]=[CH:45][CH:44]=[CH:55][CH:51]=1)=[O:6])[C:26]1[CH:25]=[CH:24][CH:23]=[CH:22][CH:27]=1. (5) Given the reactants [CH2:1]([C:3]1[C:4](=[O:37])[NH:5][C:6](=[O:36])[N:7]([CH:35]=1)[C@@H:8]1[O:34][C@H:12]([CH2:13][O:14]C(C2C=CC=CC=2)(C2C=CC=CC=2)C2C=CC=CC=2)[C@@H:10]([OH:11])[CH2:9]1)[CH3:2].I[CH3:39].[OH-].[K+], predict the reaction product. The product is: [CH2:1]([C:3]1[C:4](=[O:37])[NH:5][C:6](=[O:36])[N:7]([CH:35]=1)[C@@H:8]1[O:34][C@H:12]([CH2:13][OH:14])[C@@H:10]([O:11][CH3:39])[CH2:9]1)[CH3:2]. (6) Given the reactants [Cl:1][C:2]1[C:3]([O:13][C@H:14]2[CH2:19][CH2:18][C@@H:17]([CH2:20][CH3:21])[CH2:16][CH2:15]2)=[CH:4][CH:5]=[C:6]2[C:11]=1[CH:10]=[N:9][C:8]([CH3:12])=[CH:7]2.C1([O:28]C2C=CC=CC=2)C=CC=CC=1, predict the reaction product. The product is: [Cl:1][C:2]1[C:3]([O:13][C@H:14]2[CH2:19][CH2:18][C@@H:17]([CH2:20][CH3:21])[CH2:16][CH2:15]2)=[CH:4][CH:5]=[C:6]2[C:11]=1[CH:10]=[N:9][C:8]([CH:12]=[O:28])=[CH:7]2. (7) Given the reactants [N+:1]([C:4]1[CH:9]=[CH:8][C:7]([S:10]([CH3:13])(=[NH:12])=[O:11])=[CH:6][CH:5]=1)([O-:3])=[O:2].[CH3:14][N:15]=[C:16]=[O:17], predict the reaction product. The product is: [N+:1]([C:4]1[CH:5]=[CH:6][C:7]([S:10]([CH3:13])(=[N:12][C:16](=[O:17])[NH:15][CH3:14])=[O:11])=[CH:8][CH:9]=1)([O-:3])=[O:2].